Predict the reactants needed to synthesize the given product. From a dataset of Full USPTO retrosynthesis dataset with 1.9M reactions from patents (1976-2016). (1) Given the product [CH3:1][O:2][C:3](=[O:15])[C:4]1[CH:9]=[CH:8][N:7]=[C:6]([S:10][C:11]2[C:21]3[C:20](=[CH:19][C:18]([Cl:17])=[CH:23][CH:22]=3)[NH:24][C:12]=2[CH3:13])[CH:5]=1, predict the reactants needed to synthesize it. The reactants are: [CH3:1][O:2][C:3](=[O:15])[C:4]1[CH:9]=[CH:8][N:7]=[C:6]([S:10][CH2:11][C:12](=O)[CH3:13])[CH:5]=1.Cl.[Cl:17][C:18]1[CH:19]=[C:20]([NH:24]N)[CH:21]=[CH:22][CH:23]=1. (2) Given the product [C:42]([C:38]1[CH:37]=[C:36]([CH:41]=[CH:40][CH:39]=1)[CH2:35][N:8]1[C:9](=[O:26])[C:10]([CH2:11][C:12]2[CH:17]=[CH:16][C:15]([C:18]3[C:19]([C:24]#[N:25])=[CH:20][CH:21]=[CH:22][CH:23]=3)=[CH:14][CH:13]=2)=[C:5]([CH2:1][CH2:2][CH2:3][CH3:4])[N:6]=[C:7]1[CH3:27])(=[O:44])[CH3:43], predict the reactants needed to synthesize it. The reactants are: [CH2:1]([C:5]1[N:6]=[C:7]([CH3:27])[NH:8][C:9](=[O:26])[C:10]=1[CH2:11][C:12]1[CH:17]=[CH:16][C:15]([C:18]2[C:19]([C:24]#[N:25])=[CH:20][CH:21]=[CH:22][CH:23]=2)=[CH:14][CH:13]=1)[CH2:2][CH2:3][CH3:4].C(=O)([O-])[O-].[K+].[K+].Br[CH2:35][C:36]1[CH:37]=[C:38]([C:42](=[O:44])[CH3:43])[CH:39]=[CH:40][CH:41]=1.CN(C)C=O. (3) Given the product [CH3:1][N:2]([C:3]1[CH:4]=[N:5][CH:6]=[CH:7][C:8]=1[C:9]1[CH:14]=[CH:13][CH:12]=[CH:11][C:10]=1[CH3:15])[C:25](=[O:26])[C:24]1[CH:28]=[C:29]([C:31]([F:33])([F:34])[F:32])[CH:30]=[C:22]([N:18]2[CH2:19][CH2:20][CH2:21][C:17]2=[O:16])[CH:23]=1, predict the reactants needed to synthesize it. The reactants are: [CH3:1][NH:2][C:3]1[CH:4]=[N:5][CH:6]=[CH:7][C:8]=1[C:9]1[CH:14]=[CH:13][CH:12]=[CH:11][C:10]=1[CH3:15].[O:16]=[C:17]1[CH2:21][CH2:20][CH2:19][N:18]1[C:22]1[CH:23]=[C:24]([CH:28]=[C:29]([C:31]([F:34])([F:33])[F:32])[CH:30]=1)[C:25](O)=[O:26]. (4) Given the product [F:46][CH:44]([F:45])[C:33]1[C:34]2[C:35]([F:42])([F:43])[CH2:36][CH2:37][C:38]([F:41])([F:40])[C:39]=2[N:31]([CH2:30][C:29]([NH:28][C@H:18]([C:16]2[C:15]([C:73]3[CH:74]=[C:75]4[C:79](=[CH:80][CH:81]=3)[C:78]3([CH2:82][CH2:83]3)[NH:77][C:76]4=[O:84])=[CH:14][CH:13]=[C:12]([C:11]#[C:10][C:8]3[CH:7]=[N:6][CH:5]=[N:1][CH:2]=3)[N:17]=2)[CH2:19][C:20]2[CH:25]=[C:24]([F:26])[CH:23]=[C:22]([F:27])[CH:21]=2)=[O:47])[N:32]=1, predict the reactants needed to synthesize it. The reactants are: [NH:1]1[C:5]2=[N:6][CH:7]=[C:8]([C:10]#[C:11][C:12]3[N:17]=[C:16]([C@@H:18]([NH:28][C:29](=[O:47])[CH2:30][N:31]4[C:39]5[C:38]([F:41])([F:40])[CH2:37][CH2:36][C:35]([F:43])([F:42])[C:34]=5[C:33]([CH:44]([F:46])[F:45])=[N:32]4)[CH2:19][C:20]4[CH:25]=[C:24]([F:26])[CH:23]=[C:22]([F:27])[CH:21]=4)[C:15](C4C=C5C=CNC5=NC=4)=[CH:14][CH:13]=3)C=C2C=[CH:2]1.C(C1C=NC=NC=1)#C.CC1(C)C(C)(C)OB([C:73]2[CH:74]=[C:75]3[C:79](=[CH:80][CH:81]=2)[C:78]2([CH2:83][CH2:82]2)[NH:77][C:76]3=[O:84])O1. (5) Given the product [F:2][C:3]1[CH:8]=[CH:7][C:6]([NH:9][C:10]2[CH:15]=[CH:14][N:13]=[C:12]([NH:16][C:17]3[CH:22]=[CH:21][C:20]([S:23]([N:29]([CH3:28])[CH:30]4[CH2:35][CH2:34][N:33]([CH3:36])[CH2:32][CH2:31]4)(=[O:25])=[O:24])=[CH:19][CH:18]=3)[N:11]=2)=[CH:5][C:4]=1[CH3:27], predict the reactants needed to synthesize it. The reactants are: Cl.[F:2][C:3]1[CH:8]=[CH:7][C:6]([NH:9][C:10]2[CH:15]=[CH:14][N:13]=[C:12]([NH:16][C:17]3[CH:22]=[CH:21][C:20]([S:23](Cl)(=[O:25])=[O:24])=[CH:19][CH:18]=3)[N:11]=2)=[CH:5][C:4]=1[CH3:27].[CH3:28][NH:29][CH:30]1[CH2:35][CH2:34][N:33]([CH3:36])[CH2:32][CH2:31]1. (6) Given the product [CH2:1]([O:8][C:9]1[C:10]([O:25][CH3:26])=[CH:11][C:12]([C:19]2[N:23]=[C:22]([CH3:24])[O:21][N:20]=2)=[C:13]([S:15]([N:29]([CH3:30])[CH3:28])(=[O:17])=[O:16])[CH:14]=1)[C:2]1[CH:7]=[CH:6][CH:5]=[CH:4][CH:3]=1, predict the reactants needed to synthesize it. The reactants are: [CH2:1]([O:8][C:9]1[C:10]([O:25][CH3:26])=[CH:11][C:12]([C:19]2[N:23]=[C:22]([CH3:24])[O:21][N:20]=2)=[C:13]([S:15](Cl)(=[O:17])=[O:16])[CH:14]=1)[C:2]1[CH:7]=[CH:6][CH:5]=[CH:4][CH:3]=1.Cl.[CH3:28][NH:29][CH3:30].O1CCCC1.Cl. (7) Given the product [NH3:3].[Cl:1][C:2]1[C:11]2[C:6](=[CH:7][CH:8]=[C:9]([S:12]([NH:17][C:18]3([C:25]([O:27][CH3:28])=[O:26])[CH2:19][CH2:20][N:21]([CH3:24])[CH2:22][CH2:23]3)(=[O:14])=[O:13])[CH:10]=2)[C:5]([Cl:16])=[CH:4][N:3]=1, predict the reactants needed to synthesize it. The reactants are: [Cl:1][C:2]1[C:11]2[C:6](=[CH:7][CH:8]=[C:9]([S:12](Cl)(=[O:14])=[O:13])[CH:10]=2)[C:5]([Cl:16])=[CH:4][N:3]=1.[NH2:17][C:18]1([C:25]([O:27][CH3:28])=[O:26])[CH2:23][CH2:22][N:21]([CH3:24])[CH2:20][CH2:19]1.C(N(CC)CC)C.